Dataset: Retrosynthesis with 50K atom-mapped reactions and 10 reaction types from USPTO. Task: Predict the reactants needed to synthesize the given product. (1) Given the product COCCN(C)C(=O)N1CCN(Cc2cc3nc(-c4cnc(N)nc4)nc(N4CCOCC4)c3s2)CC1, predict the reactants needed to synthesize it. The reactants are: CC1(C)OB(c2cnc(N)nc2)OC1(C)C.COCCN(C)C(=O)N1CCN(Cc2cc3nc(Cl)nc(N4CCOCC4)c3s2)CC1. (2) Given the product CCOP(C)(=O)c1ccccc1N, predict the reactants needed to synthesize it. The reactants are: CCOP(C)(=O)c1ccccc1[N+](=O)[O-]. (3) The reactants are: N#Cc1ccc(CBr)cc1.NC(=O)[C@@H]1CCC[C@@H]1NS(=O)(=O)c1ccc(Cl)cc1. Given the product N#Cc1ccc(CN([C@H]2CCC[C@H]2C(N)=O)S(=O)(=O)c2ccc(Cl)cc2)cc1, predict the reactants needed to synthesize it. (4) Given the product CCCCCC(=O)C(=O)OCC, predict the reactants needed to synthesize it. The reactants are: CCCCC[Mg+].CCOC(=O)C(=O)Cl.